This data is from Full USPTO retrosynthesis dataset with 1.9M reactions from patents (1976-2016). The task is: Predict the reactants needed to synthesize the given product. (1) Given the product [CH2:1]([O:8][C:9]1[C:10]([CH:22]2[CH2:27][CH2:26][CH2:25][CH2:24][CH2:23]2)=[CH:11][C:12]([C:18]([F:21])([F:19])[F:20])=[C:13]([CH:14]=1)[NH2:15])[C:2]1[CH:3]=[CH:4][CH:5]=[CH:6][CH:7]=1, predict the reactants needed to synthesize it. The reactants are: [CH2:1]([O:8][C:9]1[CH:14]=[C:13]([N+:15]([O-])=O)[C:12]([C:18]([F:21])([F:20])[F:19])=[CH:11][C:10]=1[CH:22]1[CH2:27][CH2:26][CH2:25][CH2:24][CH2:23]1)[C:2]1[CH:7]=[CH:6][CH:5]=[CH:4][CH:3]=1.[BH4-].[Na+]. (2) Given the product [NH2:5][C:6]1[C:11]([NH:12][C:13](=[O:16])[O:14][CH3:15])=[C:10]([NH2:17])[N:9]=[C:8]([C:18]2[C:26]3[C:21](=[N:22][CH:23]=[CH:24][CH:25]=3)[N:20]([CH2:27][C:28]3[CH:33]=[CH:32][CH:31]=[CH:30][C:29]=3[F:34])[N:19]=2)[N:7]=1, predict the reactants needed to synthesize it. The reactants are: S(C)(C)=O.[NH2:5][C:6]1[C:11]([NH:12][C:13](=[O:16])[O:14][CH3:15])=[C:10]([NH2:17])[N:9]=[C:8]([C:18]2[C:26]3[C:21](=[N:22][CH:23]=[CH:24][CH:25]=3)[N:20]([CH2:27][C:28]3[CH:33]=[CH:32][CH:31]=[CH:30][C:29]=3[F:34])[N:19]=2)[N:7]=1. (3) Given the product [CH3:1][C:2]1([C:17]([OH:25])=[O:18])[CH2:6][CH:5]2[CH:7]([CH3:16])[C:8]([N+:13]([O-:15])=[O:14])=[C:9]([CH3:12])[C:10]([CH3:11])=[C:4]2[O:3]1, predict the reactants needed to synthesize it. The reactants are: [CH3:1][C:2]1([CH:17]=[O:18])[CH2:6][CH:5]2[CH:7]([CH3:16])[C:8]([N+:13]([O-:15])=[O:14])=[C:9]([CH3:12])[C:10]([CH3:11])=[C:4]2[O:3]1.CC(=CC)C.Cl([O-])=[O:25].[Na+].P([O-])(O)(O)=O.[Na+]. (4) Given the product [NH2:29][C:24]1[C:23]2[CH:22]=[CH:21][N:20]([C:17]3[CH:16]=[CH:15][C:14]([NH:13][C:11](=[O:12])[CH2:10][C:9]([NH:8][C:5]4[CH:4]=[CH:3][C:2]([F:1])=[CH:7][CH:6]=4)=[O:37])=[CH:19][CH:18]=3)[C:28]=2[CH:27]=[CH:26][N:25]=1, predict the reactants needed to synthesize it. The reactants are: [F:1][C:2]1[CH:7]=[CH:6][C:5]([NH:8][C:9](=[O:37])[CH2:10][C:11]([NH:13][C:14]2[CH:19]=[CH:18][C:17]([N:20]3[C:28]4[CH:27]=[CH:26][N:25]=[C:24]([NH:29]C(=O)OC(C)(C)C)[C:23]=4[CH:22]=[CH:21]3)=[CH:16][CH:15]=2)=[O:12])=[CH:4][CH:3]=1.Cl. (5) Given the product [CH3:10][C:11]1[CH:17]=[CH:16][C:15]([N+:18]([O-:20])=[O:19])=[CH:14][C:12]=1[N:13]1[C:5](=[O:6])[CH2:4][CH:2]([C:1]([OH:9])=[O:8])[CH2:3]1, predict the reactants needed to synthesize it. The reactants are: [C:1]([OH:9])(=[O:8])[C:2]([CH2:4][C:5](O)=[O:6])=[CH2:3].[CH3:10][C:11]1[CH:17]=[CH:16][C:15]([N+:18]([O-:20])=[O:19])=[CH:14][C:12]=1[NH2:13]. (6) Given the product [CH:2]1[C:3]2[C:4]3=[C:54]4[N:53]([C:42]5[CH:41]=[CH:40][CH:39]=[CH:38][C:37]=5[C:5]3=[C:6]3[B:43]([CH:7]=[CH:8][CH:9]=[CH:10]3)[C:16]=2[S:12][CH:1]=1)[CH:52]=[CH:57][CH:56]=[CH:55]4, predict the reactants needed to synthesize it. The reactants are: [CH3:1][CH2:2][CH2:3][CH2:4][CH2:5][CH3:6].[CH2:7]([Li])[CH2:8][CH2:9][CH3:10].[S:12]1[CH:16]=CC=C1C1C=CC=CC=1NC1C=CC=CC=1C1C=CC=CC=1.C[CH2:37][CH2:38][CH2:39][CH2:40][CH2:41][CH3:42].[B:43](Cl)(Cl)Cl.[Cl-].[Cl-].[Cl-].[Al+3].C[C:52]1(C)[CH2:57][CH2:56][CH2:55][C:54](C)(C)[NH:53]1.CCCCCCCC. (7) Given the product [CH2:11]([N:9]1[C:8](=[O:15])[N:5]2[CH:6]=[CH:7][C:2]([C:28]3[CH:29]=[CH:30][C:25]([O:24][CH3:23])=[CH:26][CH:27]=3)=[C:3]([C:16]3[CH:21]=[CH:20][C:19]([CH3:22])=[CH:18][CH:17]=3)[C:4]2=[N:10]1)[CH:12]([CH3:14])[CH3:13], predict the reactants needed to synthesize it. The reactants are: Br[C:2]1[CH:7]=[CH:6][N:5]2[C:8](=[O:15])[N:9]([CH2:11][CH:12]([CH3:14])[CH3:13])[N:10]=[C:4]2[C:3]=1[C:16]1[CH:21]=[CH:20][C:19]([CH3:22])=[CH:18][CH:17]=1.[CH3:23][O:24][C:25]1[CH:30]=[CH:29][C:28](B(O)O)=[CH:27][CH:26]=1.C([O-])([O-])=O.[K+].[K+]. (8) Given the product [CH3:16][O:17][C:18]1[CH:23]=[CH:22][C:21]([C:24]23[N:39]([C:13]([C:12]4[C:8]([CH3:7])=[N:9][O:10][CH:11]=4)=[O:15])[CH2:38][CH2:37][N:25]2[C:26](=[O:36])[C:27]2[N:28]([CH:30]=[C:31]([N+:33]([O-:35])=[O:34])[CH:32]=2)[CH2:29]3)=[CH:20][CH:19]=1, predict the reactants needed to synthesize it. The reactants are: C(Cl)(=O)C(Cl)=O.[CH3:7][C:8]1[C:12]([C:13]([OH:15])=O)=[CH:11][O:10][N:9]=1.[CH3:16][O:17][C:18]1[CH:23]=[CH:22][C:21]([C:24]23[NH:39][CH2:38][CH2:37][N:25]2[C:26](=[O:36])[C:27]2[N:28]([CH:30]=[C:31]([N+:33]([O-:35])=[O:34])[CH:32]=2)[CH2:29]3)=[CH:20][CH:19]=1. (9) Given the product [Cl:63][C:58]1[CH:59]=[C:60]([O:61][CH3:62])[C:54]2[O:53][CH:52]([CH2:51][NH2:48])[CH2:56][C:55]=2[CH:57]=1, predict the reactants needed to synthesize it. The reactants are: CC1C=CC(S(OCC2CC3C=C(Cl)C=C(OC)C=3O2)(=O)=O)=CC=1.[N-]=[N+]=[N-].[Na+].N(CC1CC2C=C(Cl)C=C(C3C=CSC=3)C=2O1)=[N+]=[N-].[N:48]([CH2:51][CH:52]1[CH2:56][C:55]2[CH:57]=[C:58]([Cl:63])[CH:59]=[C:60]([O:61][CH3:62])[C:54]=2[O:53]1)=[N+]=[N-].[N-]=[N+]=[N-]. (10) Given the product [F:16][C:13]1[CH:12]=[CH:11][C:10]([CH2:9][O:8][CH2:7][C:6]([OH:17])=[O:5])=[CH:15][CH:14]=1, predict the reactants needed to synthesize it. The reactants are: C([O:5][C:6](=[O:17])[CH2:7][O:8][CH2:9][C:10]1[CH:15]=[CH:14][C:13]([F:16])=[CH:12][CH:11]=1)(C)(C)C.